Dataset: Full USPTO retrosynthesis dataset with 1.9M reactions from patents (1976-2016). Task: Predict the reactants needed to synthesize the given product. (1) Given the product [CH2:11]([O:18][C:19]1[CH:24]=[CH:23][C:22]([CH:25]([CH3:26])[CH3:27])=[CH:21][C:20]=1[C:29]([CH3:38])([CH3:37])[CH2:30][C:31](=[O:36])[C:32]([F:35])([F:34])[F:33])[C:12]1[CH:13]=[CH:14][CH:15]=[CH:16][CH:17]=1, predict the reactants needed to synthesize it. The reactants are: C(C1C=CC(O)=CC=1)(C)C.[CH2:11]([O:18][C:19]1[CH:24]=[CH:23][C:22]([C:25](C)([CH3:27])[CH3:26])=[CH:21][C:20]=1[C:29]([CH3:38])([CH3:37])[CH2:30][C:31](=[O:36])[C:32]([F:35])([F:34])[F:33])[C:12]1[CH:17]=[CH:16][CH:15]=[CH:14][CH:13]=1. (2) Given the product [F:17][C:18]1[CH:30]=[CH:29][C:21]([O:22][CH2:23][CH2:24][N:25]2[CH2:26][CH2:27][N:11]3[C:12](=[O:13])[C:7]([N:5]4[CH:6]=[C:2]([CH3:1])[N:3]=[CH:4]4)=[CH:8][CH:9]=[C:10]3[C:14]2=[O:16])=[C:20]([C:31]([F:32])([F:33])[F:34])[CH:19]=1, predict the reactants needed to synthesize it. The reactants are: [CH3:1][C:2]1[N:3]=[CH:4][N:5]([C:7]2[C:12](=[O:13])[NH:11][C:10]([C:14]([OH:16])=O)=[CH:9][CH:8]=2)[CH:6]=1.[F:17][C:18]1[CH:30]=[CH:29][C:21]([O:22][CH2:23][CH2:24][NH:25][CH2:26][CH2:27]O)=[C:20]([C:31]([F:34])([F:33])[F:32])[CH:19]=1.C(N(CC)C(C)C)(C)C.F[P-](F)(F)(F)(F)F.N1(OC(N(C)C)=[N+](C)C)C2N=CC=CC=2N=N1.